From a dataset of Reaction yield outcomes from USPTO patents with 853,638 reactions. Predict the reaction yield, written as a fraction of the theoretical maximum amount of product (1.0 means a 100% yield; for example, 0.34 means a 34% yield). The yield is 0.960. The product is [Cl:1][CH2:2][CH2:3][CH2:4][S:5]([O:8][CH2:9][C:10]([CH3:23])([CH3:22])[C@@H:11]([O:14][CH2:15][C:16]1[CH:17]=[CH:18][CH:19]=[CH:20][CH:21]=1)[C:12]([OH:26])=[O:13])(=[O:7])=[O:6]. No catalyst specified. The reactants are [Cl:1][CH2:2][CH2:3][CH2:4][S:5]([O:8][CH2:9][C:10]([CH3:23])([CH3:22])[C@@H:11]([O:14][CH2:15][C:16]1[CH:21]=[CH:20][CH:19]=[CH:18][CH:17]=1)[CH:12]=[O:13])(=[O:7])=[O:6].CC(C)=[O:26].